Dataset: Retrosynthesis with 50K atom-mapped reactions and 10 reaction types from USPTO. Task: Predict the reactants needed to synthesize the given product. (1) Given the product O=C(Nc1cccc(OCc2ccccc2)c1)C(O)CC1CCCCC1, predict the reactants needed to synthesize it. The reactants are: Nc1cccc(OCc2ccccc2)c1.O=C(O)C(O)CC1CCCCC1. (2) Given the product Cc1ccc(S(=O)(=O)[O-])cc1, predict the reactants needed to synthesize it. The reactants are: C[n+]1ccc2cc(O)ccc2c1.OC1CCOC1. (3) The reactants are: C1CCNCC1.Nc1nc(N)c2nc(CCl)nnc2n1. Given the product Nc1nc(N)c2nc(CN3CCCCC3)nnc2n1, predict the reactants needed to synthesize it. (4) Given the product Nc1ncccc1-c1cc(Cc2ccc(OCc3ccccc3)cc2)on1, predict the reactants needed to synthesize it. The reactants are: Nc1ncc(Cl)cc1-c1cc(Cc2ccc(OCc3ccccc3)cc2)on1. (5) The reactants are: CS(=O)(=O)c1ccc(Oc2cc(OCC3CCOCC3)c3[nH]c(C(=O)O)cc3c2)cc1.On1nnc2ccccc21. Given the product CS(=O)(=O)c1ccc(Oc2cc(OCC3CCOCC3)c3[nH]c(C(N)=O)cc3c2)cc1, predict the reactants needed to synthesize it. (6) The reactants are: CCOc1c(OC)cc(C(=O)NN)cc1OC.O=C1CCCC1=Cc1ccccc1. Given the product CCOc1c(OC)cc(C(=O)NN=C2CCCC2=Cc2ccccc2)cc1OC, predict the reactants needed to synthesize it. (7) Given the product COC(CCn1cc(-c2oc(C)nc2C)c(=O)[nH]c1=O)OC, predict the reactants needed to synthesize it. The reactants are: COC(CCBr)OC.Cc1nc(C)c(-c2c[nH]c(=O)[nH]c2=O)o1. (8) Given the product COCCCN1CCOc2ccc(CO[C@H]3CN(S(=O)(=O)c4ccc(C)cc4)[C@@H](CC(=O)N(C)OC)C[C@@H]3c3ccc(COC[C@@H](C)COC)cc3)cc21, predict the reactants needed to synthesize it. The reactants are: CNOC.COCCCN1CCOc2ccc(CO[C@H]3CN(S(=O)(=O)c4ccc(C)cc4)[C@@H](CC(=O)O)C[C@@H]3c3ccc(COC[C@@H](C)COC)cc3)cc21. (9) Given the product CS(=O)(=O)N1CCC(Nc2ncc3cc(Cc4ccccn4)c(=O)n(C4CCCC4)c3n2)CC1, predict the reactants needed to synthesize it. The reactants are: CS(=O)(=O)Cl.O=c1c(Cc2ccccn2)cc2cnc(NC3CCNCC3)nc2n1C1CCCC1. (10) Given the product O=C1N(Cc2ccccn2)c2ccccc2C12COc1c(Cl)cc3c(c12)OCCO3, predict the reactants needed to synthesize it. The reactants are: BrCc1ccccn1.O=C1Nc2ccccc2C12COc1c(Cl)cc3c(c12)OCCO3.